This data is from Forward reaction prediction with 1.9M reactions from USPTO patents (1976-2016). The task is: Predict the product of the given reaction. (1) The product is: [Cl:1][C:2]1[CH:3]=[C:4]([CH:7]=[CH:8][CH:9]=1)/[CH:5]=[N:11]\[OH:12]. Given the reactants [Cl:1][C:2]1[CH:3]=[C:4]([CH:7]=[CH:8][CH:9]=1)[CH:5]=O.Cl.[NH2:11][OH:12].C([O-])(=O)C.[Na+], predict the reaction product. (2) The product is: [Cl:15][C:7]1[CH:6]=[C:5]([CH:10]=[C:9]([S:11]([CH3:14])(=[O:13])=[O:12])[CH:8]=1)[O:4][CH2:3][CH2:2][NH:19][CH2:16][CH2:17][CH3:18]. Given the reactants Br[CH2:2][CH2:3][O:4][C:5]1[CH:10]=[C:9]([S:11]([CH3:14])(=[O:13])=[O:12])[CH:8]=[C:7]([Cl:15])[CH:6]=1.[CH2:16]([NH2:19])[CH2:17][CH3:18].Cl, predict the reaction product. (3) Given the reactants [NH2:1][C:2]1[CH:7]=[CH:6][C:5]([N:8]([CH2:16][CH2:17][N:18]2[CH:22]=[CH:21][CH:20]=[N:19]2)[C:9](=[O:15])[O:10][C:11]([CH3:14])([CH3:13])[CH3:12])=[CH:4][CH:3]=1.[CH3:23][N:24]([CH3:35])[C:25]1[CH:33]=[C:32]([CH3:34])[CH:31]=[CH:30][C:26]=1[C:27](O)=[O:28].ON1C2C=CC=CC=2N=N1.Cl.CN(C)CCCN=C=NCC, predict the reaction product. The product is: [CH3:23][N:24]([CH3:35])[C:25]1[CH:33]=[C:32]([CH3:34])[CH:31]=[CH:30][C:26]=1[C:27]([NH:1][C:2]1[CH:7]=[CH:6][C:5]([N:8]([CH2:16][CH2:17][N:18]2[CH:22]=[CH:21][CH:20]=[N:19]2)[C:9](=[O:15])[O:10][C:11]([CH3:14])([CH3:12])[CH3:13])=[CH:4][CH:3]=1)=[O:28]. (4) Given the reactants Cl.[NH2:2][C@@H:3]1[CH2:8][CH2:7][C@H:6]([NH:9][C:10]([C:12]2[C:16]3[N:17]=[CH:18][N:19]=[C:20]([C:21]4[CH:26]=[C:25]([CH3:27])[CH:24]=[CH:23][C:22]=4[O:28][CH2:29][CH:30]4[CH2:32][CH2:31]4)[C:15]=3[NH:14][C:13]=2[CH3:33])=[O:11])[CH2:5][CH2:4]1.[C:34](Cl)(=[O:36])[CH3:35], predict the reaction product. The product is: [C:34]([NH:2][C@@H:3]1[CH2:8][CH2:7][C@H:6]([NH:9][C:10]([C:12]2[C:16]3[N:17]=[CH:18][N:19]=[C:20]([C:21]4[CH:26]=[C:25]([CH3:27])[CH:24]=[CH:23][C:22]=4[O:28][CH2:29][CH:30]4[CH2:31][CH2:32]4)[C:15]=3[NH:14][C:13]=2[CH3:33])=[O:11])[CH2:5][CH2:4]1)(=[O:36])[CH3:35]. (5) Given the reactants [Br:1][C:2]1[C:3]([N:9](O)[CH:10]=[NH:11])=[N:4][C:5]([Br:8])=[CH:6][N:7]=1, predict the reaction product. The product is: [Br:8][C:5]1[N:4]2[N:11]=[CH:10][N:9]=[C:3]2[C:2]([Br:1])=[N:7][CH:6]=1. (6) Given the reactants [C:1]([N:9]1[C:17]2[C:12](=[CH:13][C:14]([NH:18][C:19]3[CH:30]=[CH:29][C:28]([CH:31]4[CH2:33][CH2:32]4)=[CH:27][C:20]=3[C:21]([O:23]CC=C)=[O:22])=[CH:15][CH:16]=2)[CH:11]=[CH:10]1)(=[O:8])[C:2]1[CH:7]=[CH:6][CH:5]=[CH:4][CH:3]=1.C(OCC)(=O)C.Cl, predict the reaction product. The product is: [C:1]([N:9]1[C:17]2[C:12](=[CH:13][C:14]([NH:18][C:19]3[CH:30]=[CH:29][C:28]([CH:31]4[CH2:33][CH2:32]4)=[CH:27][C:20]=3[C:21]([OH:23])=[O:22])=[CH:15][CH:16]=2)[CH:11]=[CH:10]1)(=[O:8])[C:2]1[CH:3]=[CH:4][CH:5]=[CH:6][CH:7]=1. (7) Given the reactants C1C=CC(P(C2C=CC=CC=2)C2C=CC=CC=2)=CC=1.[F:20][C:21]1[CH:26]=[C:25]([F:27])[CH:24]=[CH:23][C:22]=1[C:28]1[N:29]=[C:30]2[C:35]([CH3:36])=[N:34][CH:33]=[CH:32][N:31]2[CH:37]=1.I[C:39]1[CH:44]=[CH:43][N:42]=[C:41]([S:45][CH3:46])[N:40]=1, predict the reaction product. The product is: [F:20][C:21]1[CH:26]=[C:25]([F:27])[CH:24]=[CH:23][C:22]=1[C:28]1[N:29]=[C:30]2[C:35]([CH3:36])=[N:34][CH:33]=[CH:32][N:31]2[C:37]=1[C:39]1[CH:44]=[CH:43][N:42]=[C:41]([S:45][CH3:46])[N:40]=1.